Dataset: Retrosynthesis with 50K atom-mapped reactions and 10 reaction types from USPTO. Task: Predict the reactants needed to synthesize the given product. (1) Given the product CCOC(=O)C1CCN(c2nc(C)nc3c2C(C)C(=O)N3c2c(C)cc(Br)cc2C)CC1, predict the reactants needed to synthesize it. The reactants are: CCOC(=O)C1CCNCC1.Cc1nc(Cl)c2c(n1)N(c1c(C)cc(Br)cc1C)C(=O)C2C. (2) Given the product COc1cc(O)cc(NC(=O)c2ccccc2NC(=O)c2ccc(C(C)(C)C)cc2)c1, predict the reactants needed to synthesize it. The reactants are: COc1cc(NC(=O)c2ccccc2NC(=O)c2ccc(C(C)(C)C)cc2)cc(OC)c1. (3) The reactants are: CC1(NC(=O)C(F)(F)F)CNC1.O=C(O)c1cn(-c2ccc(F)cc2)c2c(F)c(F)c(F)cc2c1=O. Given the product CC1(NC(=O)C(F)(F)F)CN(c2c(F)cc3c(=O)c(C(=O)O)cn(-c4ccc(F)cc4)c3c2F)C1, predict the reactants needed to synthesize it. (4) Given the product Nc1ccc(C#Cc2ccc(C#Cc3ccccc3)cc2[N+](=O)[O-])cc1, predict the reactants needed to synthesize it. The reactants are: C#Cc1ccccc1.Nc1ccc(C#Cc2ccc(Br)cc2[N+](=O)[O-])cc1. (5) Given the product CC(C)(C)OC(=O)NC(CO)c1ccccc1, predict the reactants needed to synthesize it. The reactants are: CC(C)(C)OC(=O)OC(=O)OC(C)(C)C.N[C@@H](CO)c1ccccc1.